Dataset: Reaction yield outcomes from USPTO patents with 853,638 reactions. Task: Predict the reaction yield, written as a fraction of the theoretical maximum amount of product (1.0 means a 100% yield; for example, 0.34 means a 34% yield). (1) The reactants are [Cl:1][C:2]1[CH:7]=[CH:6][C:5]([C:8]2[N:12]([CH:13]([CH:23]3[CH2:28][CH2:27][CH2:26][CH2:25][CH2:24]3)[CH2:14][O:15]CC3CCCCC3)[C:11]3[CH:29]=[C:30]([F:34])[C:31]([F:33])=[CH:32][C:10]=3[N:9]=2)=[CH:4][CH:3]=1.CC(OI1(OC(C)=O)(OC(C)=O)OC(=O)C2C1=CC=CC=2)=O.O. The catalyst is ClCCl. The product is [Cl:1][C:2]1[CH:7]=[CH:6][C:5]([C:8]2[N:12]([CH:13]([CH:23]3[CH2:24][CH2:25][CH2:26][CH2:27][CH2:28]3)[CH:14]=[O:15])[C:11]3[CH:29]=[C:30]([F:34])[C:31]([F:33])=[CH:32][C:10]=3[N:9]=2)=[CH:4][CH:3]=1. The yield is 0.740. (2) The reactants are [Br:1][C:2]1[N:7]=[C:6]([N+:8]([O-])=O)[C:5]([O:11][CH2:12][CH2:13][CH2:14][Br:15])=[CH:4][CH:3]=1.CCOC(C)=O. The catalyst is CC(O)=O.[Fe]. The product is [Br:1][C:2]1[N:7]=[C:6]([NH2:8])[C:5]([O:11][CH2:12][CH2:13][CH2:14][Br:15])=[CH:4][CH:3]=1. The yield is 0.560. (3) The reactants are [Cl:1][C:2]1[CH:8]=[C:7]([O:9][C:10]2[C:19]3[C:14](=[CH:15][C:16]([O:22][CH3:23])=[C:17]([O:20][CH3:21])[CH:18]=3)[N:13]=[CH:12][N:11]=2)[CH:6]=[CH:5][C:3]=1[NH2:4].Cl[C:25](Cl)([O:27][C:28](=[O:34])OC(Cl)(Cl)Cl)Cl.[CH:36]1(CO)[CH2:41][CH2:40][CH2:39][CH2:38][CH2:37]1.C(=O)(O)[O-].[Na+]. The catalyst is C(Cl)Cl.C(N(CC)CC)C.C1(C)C=CC=CC=1. The product is [Cl:1][C:2]1[CH:8]=[C:7]([O:9][C:10]2[C:19]3[C:14](=[CH:15][C:16]([O:22][CH3:23])=[C:17]([O:20][CH3:21])[CH:18]=3)[N:13]=[CH:12][N:11]=2)[CH:6]=[CH:5][C:3]=1[NH:4][C:28](=[O:34])[O:27][CH2:25][CH:36]1[CH2:41][CH2:40][CH2:39][CH2:38][CH2:37]1. The yield is 0.660. (4) The reactants are C(OC(=O)[NH:7][CH2:8][CH2:9][NH:10][C:11](=[O:19])[C:12]1[CH:17]=[CH:16][CH:15]=[CH:14][C:13]=1[OH:18])(C)(C)C.Cl. The catalyst is C(Cl)Cl. The product is [NH2:7][CH2:8][CH2:9][NH:10][C:11](=[O:19])[C:12]1[CH:17]=[CH:16][CH:15]=[CH:14][C:13]=1[OH:18]. The yield is 0.980. (5) The reactants are CCN=C=NCCCN(C)C.C1C=CC2N(O)N=NC=2C=1.[Br:22][CH2:23][CH2:24][CH2:25][CH2:26][CH2:27][CH2:28][CH2:29][CH2:30][C:31]([OH:33])=O.[CH:34]([C:37]1[CH:43]=[CH:42][CH:41]=[C:40]([CH:44]([CH3:46])[CH3:45])[C:38]=1[NH2:39])([CH3:36])[CH3:35]. The catalyst is CN(C=O)C. The product is [Br:22][CH2:23][CH2:24][CH2:25][CH2:26][CH2:27][CH2:28][CH2:29][CH2:30][C:31]([NH:39][C:38]1[C:40]([CH:44]([CH3:45])[CH3:46])=[CH:41][CH:42]=[CH:43][C:37]=1[CH:34]([CH3:36])[CH3:35])=[O:33]. The yield is 0.340.